From a dataset of Reaction yield outcomes from USPTO patents with 853,638 reactions. Predict the reaction yield, written as a fraction of the theoretical maximum amount of product (1.0 means a 100% yield; for example, 0.34 means a 34% yield). (1) The reactants are Cl[C:2]1[C:7]([CH2:8][CH3:9])=[C:6]([CH3:10])[N:5]=[C:4]([NH2:11])[N:3]=1.[CH2:12]([NH2:17])[CH2:13][CH2:14][CH2:15][CH3:16]. The catalyst is O1CCOCC1. The product is [NH2:11][C:4]1[N:3]=[C:2]([NH:17][CH2:12][CH2:13][CH2:14][CH2:15][CH3:16])[C:7]([CH2:8][CH3:9])=[C:6]([CH3:10])[N:5]=1. The yield is 0.581. (2) The reactants are [CH3:1][O:2][C:3]1[CH:18]=[CH:17][C:6]([CH2:7][N:8]2[N:12]=[N:11][C:10]([CH2:13][C:14](Cl)=[O:15])=[N:9]2)=[CH:5][CH:4]=1.N1C=CC=CC=1.[CH:25]([C:28]1[N:29]=[C:30]([CH2:33][CH2:34][C:35]2[CH:51]=[CH:50][N:38]3[C:39](=[O:49])[CH:40]=[C:41]([N:43]4[CH2:48][CH2:47][O:46][CH2:45][CH2:44]4)[N:42]=[C:37]3[CH:36]=2)[S:31][CH:32]=1)([CH3:27])[CH3:26]. The catalyst is C(Cl)Cl. The product is [CH:25]([C:28]1[N:29]=[C:30]([CH2:33][CH2:34][C:35]2[CH:51]=[CH:50][N:38]3[C:39](=[O:49])[C:40]([C:14](=[O:15])[CH2:13][C:10]4[N:11]=[N:12][N:8]([CH2:7][C:6]5[CH:17]=[CH:18][C:3]([O:2][CH3:1])=[CH:4][CH:5]=5)[N:9]=4)=[C:41]([N:43]4[CH2:44][CH2:45][O:46][CH2:47][CH2:48]4)[N:42]=[C:37]3[CH:36]=2)[S:31][CH:32]=1)([CH3:27])[CH3:26]. The yield is 0.0780. (3) The reactants are [CH2:1]([C@H:3]1[C@@H:7]([C:8]([NH:10][NH:11][C:12]2[N:13]=[C:14]3[CH:20]=[CH:19][N:18]([S:21]([C:24]4[CH:30]=[CH:29][C:27]([CH3:28])=[CH:26][CH:25]=4)(=[O:23])=[O:22])[C:15]3=[N:16][CH:17]=2)=O)[CH2:6][N:5](C(OC(C)(C)C)=O)[CH2:4]1)[CH3:2].S(Cl)(Cl)=O.Cl.CCOCC. The catalyst is O1CCOCC1. The product is [CH2:1]([C@H:3]1[CH2:4][NH:5][CH2:6][C@H:7]1[C:8]1[N:13]2[C:14]3[CH:20]=[CH:19][N:18]([S:21]([C:24]4[CH:30]=[CH:29][C:27]([CH3:28])=[CH:26][CH:25]=4)(=[O:23])=[O:22])[C:15]=3[N:16]=[CH:17][C:12]2=[N:11][N:10]=1)[CH3:2]. The yield is 0.800. (4) The reactants are [CH3:1][C:2]1([CH3:9])[C@H:7]([OH:8])[C:5](=[O:6])[O:4][CH2:3]1.[BH4-].[Na+]. The catalyst is CO. The product is [CH3:1][C:2]([CH3:9])([CH2:3][OH:4])[C@H:7]([OH:8])[CH2:5][OH:6]. The yield is 1.00. (5) The reactants are [Si]([O:8][C@H:9]([CH3:32])[CH2:10][N:11]([C:22]1[CH:27]=[CH:26][C:25]([O:28][CH3:29])=[C:24]([C:30]#[N:31])[CH:23]=1)[C:12]([C:14]1[C:15]([Cl:21])=[N:16][CH:17]=[N:18][C:19]=1[Cl:20])=[O:13])(C(C)(C)C)(C)C. The catalyst is Cl.O1CCOCC1. The product is [Cl:20][C:19]1[C:14]([C:12]([N:11]([C:22]2[CH:27]=[CH:26][C:25]([O:28][CH3:29])=[C:24]([C:30]#[N:31])[CH:23]=2)[CH2:10][C@H:9]([OH:8])[CH3:32])=[O:13])=[C:15]([Cl:21])[N:16]=[CH:17][N:18]=1. The yield is 0.705. (6) The reactants are C(N1C=CN=C1)(N1C=CN=C1)=O.[C:13]([O:17][C:18]([NH:20][CH:21]([C:26]1[CH:31]=[CH:30][C:29]([O:32][CH3:33])=[C:28]([O:34][CH2:35][CH3:36])[CH:27]=1)[CH2:22][C:23]([OH:25])=O)=[O:19])([CH3:16])([CH3:15])[CH3:14].Cl.[CH3:38][NH:39][O:40][CH3:41].CN1CCCCC1. The catalyst is C(Cl)Cl. The product is [C:13]([O:17][C:18]([NH:20][CH:21]([C:26]1[CH:31]=[CH:30][C:29]([O:32][CH3:33])=[C:28]([O:34][CH2:35][CH3:36])[CH:27]=1)[CH2:22][C:23]([N:39]([O:40][CH3:41])[CH3:38])=[O:25])=[O:19])([CH3:14])([CH3:15])[CH3:16]. The yield is 0.780. (7) The reactants are [CH3:1][C:2]1[S:3][C:4]([C:7]2[CH:12]=[C:11]([O:13][C:14]3[CH:15]=[N:16][C:17]([N+:20]([O-])=O)=[CH:18][CH:19]=3)[CH:10]=[CH:9][N:8]=2)=[CH:5][N:6]=1.[NH4+].[Cl-]. The catalyst is C1COCC1.CO.[Zn]. The product is [CH3:1][C:2]1[S:3][C:4]([C:7]2[CH:12]=[C:11]([O:13][C:14]3[CH:19]=[CH:18][C:17]([NH2:20])=[N:16][CH:15]=3)[CH:10]=[CH:9][N:8]=2)=[CH:5][N:6]=1. The yield is 0.950.